This data is from Reaction yield outcomes from USPTO patents with 853,638 reactions. The task is: Predict the reaction yield, written as a fraction of the theoretical maximum amount of product (1.0 means a 100% yield; for example, 0.34 means a 34% yield). (1) The reactants are Cl[C:2]1[CH:7]=CC=C(F)[C:3]=1[C:9]1[C:13](C(OC)=O)=[C:12](C(C(=O)C(F)(F)F)=CN(C)C)[O:11][N:10]=1.ClC1C=C([NH:36][NH2:37])C=CC=1.C(N(CC)C(C)C)(C)C. The catalyst is C(O)C. The product is [NH:36]1[CH:7]=[CH:2][C:3]([C:9]2[CH:13]=[CH:12][O:11][N:10]=2)=[N:37]1. The yield is 0.610. (2) The reactants are [F:1][C:2]1[CH:7]=[CH:6][CH:5]=[CH:4][C:3]=1[CH2:8][C:9]([O:11]CC)=[O:10].[H-].[Na+].[CH:16]1(Br)[CH2:20][CH2:19][CH2:18][CH2:17]1. The catalyst is CN(C=O)C. The product is [CH:16]1([CH:8]([C:3]2[CH:4]=[CH:5][CH:6]=[CH:7][C:2]=2[F:1])[C:9]([OH:11])=[O:10])[CH2:20][CH2:19][CH2:18][CH2:17]1. The yield is 0.720. (3) The reactants are Br[C:2]1[CH:7]=[CH:6][C:5]([NH2:8])=[C:4]([CH3:9])[CH:3]=1.[B:10]1([B:10]2[O:14][C:13]([CH3:16])([CH3:15])[C:12]([CH3:18])([CH3:17])[O:11]2)[O:14][C:13]([CH3:16])([CH3:15])[C:12]([CH3:18])([CH3:17])[O:11]1.CC([O-])=O.[K+]. The catalyst is O1CCOCC1. The product is [CH3:9][C:4]1[CH:3]=[C:2]([B:10]2[O:14][C:13]([CH3:16])([CH3:15])[C:12]([CH3:18])([CH3:17])[O:11]2)[CH:7]=[CH:6][C:5]=1[NH2:8]. The yield is 0.760. (4) The reactants are F[C:2]1[CH:3]=[C:4]([CH:7]=[CH:8][C:9]=1[C:10]([F:13])([F:12])[F:11])[C:5]#[N:6].[NH:14]1[CH2:19][CH2:18][CH2:17][CH2:16][CH2:15]1.C(OC(=O)C)C. The catalyst is CS(C)=O. The product is [N:14]1([C:2]2[CH:3]=[C:4]([CH:7]=[CH:8][C:9]=2[C:10]([F:13])([F:12])[F:11])[C:5]#[N:6])[CH2:19][CH2:18][CH2:17][CH2:16][CH2:15]1. The yield is 0.880.